Dataset: Reaction yield outcomes from USPTO patents with 853,638 reactions. Task: Predict the reaction yield, written as a fraction of the theoretical maximum amount of product (1.0 means a 100% yield; for example, 0.34 means a 34% yield). The reactants are [Cl:1][C:2]1[N:7]=[CH:6][C:5](N)=[CH:4][C:3]=1[C:9]([F:12])([F:11])[F:10].[ClH:13].N([O-])=O.[Na+].[S:18](=[O:20])=[O:19]. The catalyst is O. The product is [Cl:1][C:2]1[N:7]=[CH:6][C:5]([S:18]([Cl:13])(=[O:20])=[O:19])=[CH:4][C:3]=1[C:9]([F:12])([F:11])[F:10]. The yield is 0.270.